This data is from Forward reaction prediction with 1.9M reactions from USPTO patents (1976-2016). The task is: Predict the product of the given reaction. (1) Given the reactants [CH3:1][N:2]1[C:6]([CH2:7][CH2:8]C(O)=O)=[CH:5][CH:4]=[N:3]1.C1(P(N=[N+]=[N-])(C2C=CC=CC=2)=O)C=CC=CC=1.C([N:31]([CH2:34]C)CC)C.C(OCC)(=[O:38])C.[CH3:42][C:43]([OH:46])([CH3:45])[CH3:44], predict the reaction product. The product is: [CH3:1][N:2]1[C:6]([CH2:7][CH2:8][NH:31][C:34](=[O:38])[O:46][C:43]([CH3:45])([CH3:44])[CH3:42])=[CH:5][CH:4]=[N:3]1. (2) Given the reactants [F:1][C:2]1[CH:7]=[CH:6][C:5]([CH3:8])=[CH:4][C:3]=1[NH:9][C:10]([NH:12][C:13]1[CH:37]=[CH:36][C:16]([O:17][C:18]2[CH:23]=[CH:22][N:21]=[C:20]([C:24]3[NH:28][CH:27]=[C:26]([C:29](NCCC=O)=[O:30])[CH:25]=3)[CH:19]=2)=[CH:15][CH:14]=1)=[O:11].[OH:38][CH:39]1[CH2:44][CH2:43][NH:42][CH2:41][CH2:40]1.[C:45](O)(=O)[CH3:46].[C:49]([BH3-])#[N:50].[Na+].C1COCC1, predict the reaction product. The product is: [F:1][C:2]1[CH:7]=[CH:6][C:5]([CH3:8])=[CH:4][C:3]=1[NH:9][C:10]([NH:12][C:13]1[CH:14]=[CH:15][C:16]([O:17][C:18]2[CH:23]=[CH:22][N:21]=[C:20]([C:24]3[NH:28][CH:27]=[C:26]([C:29]([NH:50][CH2:49][CH2:45][CH2:46][N:42]4[CH2:43][CH2:44][CH:39]([OH:38])[CH2:40][CH2:41]4)=[O:30])[CH:25]=3)[CH:19]=2)=[CH:36][CH:37]=1)=[O:11]. (3) Given the reactants [N+:1]([C:4]1C=CNN=1)([O-:3])=[O:2].O[CH:10]1[CH2:15][CH2:14][N:13]([C:16]([O:18][C:19]([CH3:22])([CH3:21])[CH3:20])=[O:17])[CH2:12][CH2:11]1.C1(P(C2C=CC=CC=2)C2C=CC=CC=2)C=CC=CC=1.[N:42]([C:50](OC(C)C)=O)=[N:43][C:44](OC(C)C)=O, predict the reaction product. The product is: [N+:1]([C:4]1[CH:50]=[N:42][N:43]([CH:10]2[CH2:15][CH2:14][N:13]([C:16]([O:18][C:19]([CH3:22])([CH3:21])[CH3:20])=[O:17])[CH2:12][CH2:11]2)[CH:44]=1)([O-:3])=[O:2]. (4) Given the reactants [N+:1]([C:4]1[CH:9]=[CH:8][CH:7]=[C:6]([N+:10]([O-:12])=[O:11])[C:5]=1[C:13]#[N:14])([O-])=O.[CH2:15]([N:17]1[CH2:22][CH2:21]N[CH2:19][CH2:18]1)[CH3:16].O, predict the reaction product. The product is: [CH2:15]([N:17]1[CH2:22][CH2:21][N:1]([C:4]2[CH:9]=[CH:8][CH:7]=[C:6]([N+:10]([O-:12])=[O:11])[C:5]=2[C:13]#[N:14])[CH2:19][CH2:18]1)[CH3:16].